Dataset: Reaction yield outcomes from USPTO patents with 853,638 reactions. Task: Predict the reaction yield, written as a fraction of the theoretical maximum amount of product (1.0 means a 100% yield; for example, 0.34 means a 34% yield). (1) The reactants are [C:1]([NH:5][C:6]1[C:11]([C:12]([NH2:14])=[O:13])=[CH:10][N:9]=[C:8](Cl)[N:7]=1)([CH3:4])([CH3:3])[CH3:2].Cl.[NH2:17][C@H:18]1[CH2:23][CH2:22][C@H:21]([OH:24])[CH2:20][CH2:19]1.C([O-])([O-])=O.[Na+].[Na+].O. The catalyst is CN1C(=O)CCC1. The product is [C:1]([NH:5][C:6]1[C:11]([C:12]([NH2:14])=[O:13])=[CH:10][N:9]=[C:8]([NH:17][C@H:18]2[CH2:23][CH2:22][C@H:21]([OH:24])[CH2:20][CH2:19]2)[N:7]=1)([CH3:4])([CH3:3])[CH3:2]. The yield is 0.890. (2) The catalyst is CN(C=O)C.O. The product is [CH2:21]([O:1][C:2]1[CH:16]=[CH:15][C:5]([C:6]([C:8]2[CH:13]=[CH:12][C:11]([O:14][CH2:6][C:5]3[CH:15]=[CH:16][CH:2]=[CH:3][CH:4]=3)=[CH:10][CH:9]=2)=[O:7])=[CH:4][CH:3]=1)[C:22]1[CH:27]=[CH:26][CH:25]=[CH:24][CH:23]=1. The reactants are [OH:1][C:2]1[CH:16]=[CH:15][C:5]([C:6]([C:8]2[CH:13]=[CH:12][C:11]([OH:14])=[CH:10][CH:9]=2)=[O:7])=[CH:4][CH:3]=1.[H-].[Na+].[H][H].[CH2:21](Br)[C:22]1[CH:27]=[CH:26][CH:25]=[CH:24][CH:23]=1. The yield is 0.969. (3) The reactants are [Cl:1][C:2]1[CH:3]=[C:4]([C:9](=[O:11])[CH3:10])[CH:5]=[CH:6][C:7]=1[F:8].[C:12](OCC)(=[O:18])[C:13]([O:15][CH2:16][CH3:17])=[O:14].C(O[Na])(C)(C)C. The catalyst is CC#N. The product is [CH2:16]([O:15][C:13](=[O:14])[C:12](=[O:18])[CH2:10][C:9]([C:4]1[CH:5]=[CH:6][C:7]([F:8])=[C:2]([Cl:1])[CH:3]=1)=[O:11])[CH3:17]. The yield is 0.358. (4) The reactants are Cl[CH2:2][C:3]1[N:4]=[C:5]([C:9]2[CH:18]=[CH:17][C:12]([C:13]([O:15][CH3:16])=[O:14])=[CH:11][CH:10]=2)[O:6][C:7]=1[CH3:8].[CH3:19][C:20]1[CH:25]=[CH:24][C:23]([SH:26])=[CH:22][CH:21]=1.C(=O)([O-])[O-].[Cs+].[Cs+]. The catalyst is CN(C)C=O.O. The product is [CH3:8][C:7]1[O:6][C:5]([C:9]2[CH:18]=[CH:17][C:12]([C:13]([O:15][CH3:16])=[O:14])=[CH:11][CH:10]=2)=[N:4][C:3]=1[CH2:2][S:26][C:23]1[CH:24]=[CH:25][C:20]([CH3:19])=[CH:21][CH:22]=1. The yield is 0.780. (5) The reactants are O=[C:2]1[CH2:5][CH:4]([NH:6][C:7](=[O:13])[O:8][C:9]([CH3:12])([CH3:11])[CH3:10])[CH2:3]1.[CH3:14][C:15]([S:18]([NH2:20])=[O:19])([CH3:17])[CH3:16]. The catalyst is C1COCC1. The product is [C:15]([S:18]([N:20]=[C:2]1[CH2:5][CH:4]([NH:6][C:7](=[O:13])[O:8][C:9]([CH3:12])([CH3:11])[CH3:10])[CH2:3]1)=[O:19])([CH3:17])([CH3:16])[CH3:14]. The yield is 0.580. (6) The reactants are [F:1][C:2]1[C:3]([O:16][CH3:17])=[C:4]([NH:9][C:10](=[O:15])[C:11]([CH3:14])([CH3:13])[CH3:12])[CH:5]=[C:6]([F:8])[CH:7]=1.C([N-]C(C)C)(C)C.[Li+].[I:26]I. The catalyst is C1COCC1.C1CCCCC1.C(C1C=CC=CC=1)C.O1CCCC1. The product is [F:1][C:2]1[C:3]([O:16][CH3:17])=[C:4]([NH:9][C:10](=[O:15])[C:11]([CH3:12])([CH3:13])[CH3:14])[CH:5]=[C:6]([F:8])[C:7]=1[I:26]. The yield is 0.780. (7) The reactants are [C:1]([C:5]1[C:6]([O:18][CH3:19])=[C:7]([CH:12]=[C:13]([N+:15]([O-])=O)[CH:14]=1)[C:8]([O:10][CH3:11])=[O:9])([CH3:4])([CH3:3])[CH3:2].[Cl-].[NH4+].O. The catalyst is [Fe].CO. The product is [NH2:15][C:13]1[CH:14]=[C:5]([C:1]([CH3:4])([CH3:3])[CH3:2])[C:6]([O:18][CH3:19])=[C:7]([CH:12]=1)[C:8]([O:10][CH3:11])=[O:9]. The yield is 1.00. (8) The reactants are C(N(CC)C(C)C)(C)C.CS(C)=O.[OH:14][C@@H:15]([C@@H:26]([NH:31][C:32]([C:34]1([NH:40][C:41]([N:43]2[CH2:48][CH2:47][O:46][CH2:45][CH2:44]2)=[O:42])[CH2:39][CH2:38][CH2:37][CH2:36][CH2:35]1)=[O:33])[CH2:27][CH2:28][CH2:29][CH3:30])[C:16]([NH:18][C@H:19]1[CH2:24][CH2:23][CH2:22][CH2:21][C@@H:20]1[OH:25])=[O:17]. The catalyst is ClCCl. The product is [O:17]=[C:16]([NH:18][C@H:19]1[CH2:24][CH2:23][CH2:22][CH2:21][C:20]1=[O:25])[C:15](=[O:14])[C@@H:26]([NH:31][C:32]([C:34]1([NH:40][C:41]([N:43]2[CH2:48][CH2:47][O:46][CH2:45][CH2:44]2)=[O:42])[CH2:35][CH2:36][CH2:37][CH2:38][CH2:39]1)=[O:33])[CH2:27][CH2:28][CH2:29][CH3:30]. The yield is 0.870.